Dataset: Forward reaction prediction with 1.9M reactions from USPTO patents (1976-2016). Task: Predict the product of the given reaction. (1) Given the reactants Cl.C[O:3][C:4]1[C:5]2[C:9]([CH:10]=[CH:11][CH:12]=1)=[N:8][N:7]1[C:13]([CH:18]3[CH2:23][CH2:22][NH:21][CH2:20][CH2:19]3)=[CH:14][C:15](=[O:17])[NH:16][C:6]=21.[BrH:24], predict the reaction product. The product is: [BrH:24].[OH:3][C:4]1[C:5]2[C:9]([CH:10]=[CH:11][CH:12]=1)=[N:8][N:7]1[C:13]([CH:18]3[CH2:23][CH2:22][NH:21][CH2:20][CH2:19]3)=[CH:14][C:15](=[O:17])[NH:16][C:6]=21. (2) The product is: [CH3:21][CH:22]1[O:23][CH2:24][CH2:25][N:26]([C:28]2[CH:33]=[CH:32][C:31]3[NH:34][C:19]([C:7]4[C:6]5[C:10](=[CH:11][CH:12]=[C:4]([N+:1]([O-:3])=[O:2])[CH:5]=5)[N:9]([CH:13]5[CH2:18][CH2:17][CH2:16][CH2:15][O:14]5)[N:8]=4)=[N:35][C:30]=3[CH:29]=2)[CH2:27]1. Given the reactants [N+:1]([C:4]1[CH:5]=[C:6]2[C:10](=[CH:11][CH:12]=1)[N:9]([CH:13]1[CH2:18][CH2:17][CH2:16][CH2:15][O:14]1)[N:8]=[C:7]2[CH:19]=O)([O-:3])=[O:2].[CH3:21][CH:22]1[CH2:27][N:26]([C:28]2[CH:29]=[C:30]([NH2:35])[C:31]([NH2:34])=[CH:32][CH:33]=2)[CH2:25][CH2:24][O:23]1.S(=O)(O)[O-].[Na+], predict the reaction product.